Dataset: Catalyst prediction with 721,799 reactions and 888 catalyst types from USPTO. Task: Predict which catalyst facilitates the given reaction. (1) Reactant: [Cl:1][C:2]1[CH:3]=[CH:4][C:5]2[N:11]3[CH:12]=[CH:13][CH:14]=[C:10]3[C@@H:9]([CH2:15][CH2:16][C:17](O)=[O:18])[O:8][C@H:7]([C:20]3[CH:25]=[CH:24][CH:23]=[C:22]([O:26][CH3:27])[C:21]=3[O:28][CH3:29])[C:6]=2[CH:30]=1.[NH:31]1[CH2:36][CH2:35][CH:34]([CH2:37][C:38]([O:40][CH2:41][CH3:42])=[O:39])[CH2:33][CH2:32]1.ON1C2C=CC=CC=2N=N1.Cl.C(N=C=NCCCN(C)C)C. Product: [Cl:1][C:2]1[CH:3]=[CH:4][C:5]2[N:11]3[CH:12]=[CH:13][CH:14]=[C:10]3[C@@H:9]([CH2:15][CH2:16][C:17]([N:31]3[CH2:36][CH2:35][CH:34]([CH2:37][C:38]([O:40][CH2:41][CH3:42])=[O:39])[CH2:33][CH2:32]3)=[O:18])[O:8][C@H:7]([C:20]3[CH:25]=[CH:24][CH:23]=[C:22]([O:26][CH3:27])[C:21]=3[O:28][CH3:29])[C:6]=2[CH:30]=1. The catalyst class is: 96. (2) Reactant: [CH3:1][O:2][C:3]1[CH:4]=[C:5]2[C:10](=[CH:11][CH:12]=1)[C:9]([CH:13]1[CH2:18][CH2:17][NH:16][CH2:15][CH2:14]1)=[N:8][CH2:7][CH2:6]2.C(N(CC)CC)C.[CH3:26][N:27]1[CH:31]=[C:30]([S:32](Cl)(=[O:34])=[O:33])[N:29]=[CH:28]1. Product: [CH3:1][O:2][C:3]1[CH:4]=[C:5]2[C:10](=[CH:11][CH:12]=1)[C:9]([CH:13]1[CH2:18][CH2:17][N:16]([S:32]([C:30]3[N:29]=[CH:28][N:27]([CH3:26])[CH:31]=3)(=[O:34])=[O:33])[CH2:15][CH2:14]1)=[N:8][CH2:7][CH2:6]2. The catalyst class is: 2. (3) Reactant: [F:1][C:2]([F:16])([CH:5]([F:15])[C:6]1[CH:11]=[CH:10][CH:9]=[C:8]([N+:12]([O-:14])=[O:13])[CH:7]=1)[CH2:3][OH:4].S([O-])([O-])(=O)=O.[Na+].[Na+].N1C=CC=CC=1.C(O)(=O)CC(CC(O)=O)(C(O)=O)O.[F:43][C:44]([F:57])([F:56])[S:45](O[S:45]([C:44]([F:57])([F:56])[F:43])(=[O:47])=[O:46])(=[O:47])=[O:46]. Product: [F:43][C:44]([F:57])([F:56])[S:45]([O:4][CH2:3][C:2]([F:16])([F:1])[CH:5]([F:15])[C:6]1[CH:11]=[CH:10][CH:9]=[C:8]([N+:12]([O-:14])=[O:13])[CH:7]=1)(=[O:47])=[O:46]. The catalyst class is: 2. (4) The catalyst class is: 10. Reactant: FC(F)(F)C(O)=O.[Br:8][C:9]1[CH:10]=[CH:11][C:12]([O:15][C:16]2[CH:21]=[CH:20][CH:19]=[C:18]([CH:22]=[C:23]3[CH2:28][CH2:27][NH:26][CH2:25][CH2:24]3)[CH:17]=2)=[N:13][CH:14]=1.[N:29]1[CH:34]=[CH:33][CH:32]=[C:31]([NH:35][C:36](=O)[O:37]CC)[N:30]=1.C(N(C(C)C)CC)(C)C. Product: [Br:8][C:9]1[CH:10]=[CH:11][C:12]([O:15][C:16]2[CH:17]=[C:18]([CH:19]=[CH:20][CH:21]=2)[CH:22]=[C:23]2[CH2:24][CH2:25][N:26]([C:36]([NH:35][C:31]3[N:30]=[N:29][CH:34]=[CH:33][CH:32]=3)=[O:37])[CH2:27][CH2:28]2)=[N:13][CH:14]=1. (5) Reactant: [F:1][C:2]1[C:11]2[CH2:10][N:9]([C@H:12]([CH:20]([CH3:22])[CH3:21])[C:13]([O:15][C:16]([CH3:19])([CH3:18])[CH3:17])=[O:14])[C:8](=[O:23])[C:7]3=[CH:24][N:25](S(C4C=CC(C)=CC=4)(=O)=O)[C:5]([C:6]=23)=[N:4][CH:3]=1.[OH-].[Na+]. Product: [F:1][C:2]1[C:11]2[CH2:10][N:9]([C@H:12]([CH:20]([CH3:21])[CH3:22])[C:13]([O:15][C:16]([CH3:19])([CH3:18])[CH3:17])=[O:14])[C:8](=[O:23])[C:7]3=[CH:24][NH:25][C:5]([C:6]=23)=[N:4][CH:3]=1. The catalyst class is: 5.